This data is from Full USPTO retrosynthesis dataset with 1.9M reactions from patents (1976-2016). The task is: Predict the reactants needed to synthesize the given product. (1) Given the product [C:8]([C:6]1[CH:5]=[CH:4][C:3]([CH:20]([OH:23])[CH2:21][OH:22])=[C:2]([F:1])[CH:7]=1)#[CH:9], predict the reactants needed to synthesize it. The reactants are: [F:1][C:2]1[CH:7]=[C:6]([C:8]#[C:9][Si](C(C)C)(C(C)C)C(C)C)[CH:5]=[CH:4][C:3]=1[CH:20]([OH:23])[CH2:21][OH:22].[F-].C([N+](CCCC)(CCCC)CCCC)CCC.[Cl-].[NH4+].C(OCC)(=O)C. (2) Given the product [OH:1][CH:2]([CH3:17])[CH2:3][CH:4]1[CH2:5][CH2:6][N:7]([C:10]([O:12][C:13]([CH3:16])([CH3:15])[CH3:14])=[O:11])[CH2:8][CH2:9]1, predict the reactants needed to synthesize it. The reactants are: [O:1]=[CH:2][CH2:3][CH:4]1[CH2:9][CH2:8][N:7]([C:10]([O:12][C:13]([CH3:16])([CH3:15])[CH3:14])=[O:11])[CH2:6][CH2:5]1.[CH3:17][Mg]Br.O. (3) Given the product [CH3:1][O:2][C:3](=[O:15])[C:4]1[C:9]([O:10][CH3:11])=[CH:8][CH:7]=[C:6]([NH:12][C:25](=[O:26])[C:24]([F:35])([F:34])[F:23])[C:5]=1[O:13][CH3:14], predict the reactants needed to synthesize it. The reactants are: [CH3:1][O:2][C:3](=[O:15])[C:4]1[C:9]([O:10][CH3:11])=[CH:8][CH:7]=[C:6]([NH2:12])[C:5]=1[O:13][CH3:14].C(N(CC)CC)C.[F:23][C:24]([F:35])([F:34])[C:25](O[C:25](=[O:26])[C:24]([F:35])([F:34])[F:23])=[O:26].O. (4) Given the product [N:17]1([C:22]2[CH:23]=[C:24]([NH:25][C:2]3[C:11]4[C:6](=[C:7]([C:12]5[CH:16]=[CH:15][S:14][CH:13]=5)[CH:8]=[CH:9][CH:10]=4)[CH:5]=[CH:4][N:3]=3)[CH:26]=[CH:27][CH:28]=2)[CH:21]=[CH:20][N:19]=[CH:18]1, predict the reactants needed to synthesize it. The reactants are: Cl[C:2]1[C:11]2[C:6](=[C:7]([C:12]3[CH:16]=[CH:15][S:14][CH:13]=3)[CH:8]=[CH:9][CH:10]=2)[CH:5]=[CH:4][N:3]=1.[N:17]1([C:22]2[CH:23]=[C:24]([CH:26]=[CH:27][CH:28]=2)[NH2:25])[CH:21]=[CH:20][N:19]=[CH:18]1.C(=O)([O-])[O-].[K+].[K+]. (5) Given the product [CH2:32]([O:34][C:35](=[O:45])[C@:36]([NH:13][C:7]([C:5]1[S:6][C:2]([Br:1])=[CH:3][C:4]=1[CH3:10])=[O:9])([CH2:38][CH2:39][C:40]([O:42][CH2:43][CH3:44])=[O:41])[NH2:37])[CH3:33], predict the reactants needed to synthesize it. The reactants are: [Br:1][C:2]1[S:6][C:5]([C:7]([OH:9])=O)=[C:4]([CH3:10])[CH:3]=1.O.O[N:13]1C2C=CC=CC=2N=N1.C(N(C(C)C)CC)(C)C.Cl.[CH2:32]([O:34][C:35](=[O:45])[C@H:36]([CH2:38][CH2:39][C:40]([O:42][CH2:43][CH3:44])=[O:41])[NH2:37])[CH3:33].Cl.CN(C)CCCN=C=NCC. (6) Given the product [C:37]1([C:40]2[CH:45]=[CH:44][C:43]([C@H:46]3[O:47][C@H:48]([CH2:73][OH:74])[C@@H:49]([OH:66])[C@H:50]([OH:59])[C@@H:51]3[OH:52])=[CH:42][CH:41]=2)[CH:36]=[CH:35][C:34]([C@H:9]2[O:8][C@H:7]([CH2:6][OH:5])[C@@H:12]([OH:13])[C@H:11]([OH:20])[C@@H:10]2[OH:27])=[CH:39][CH:38]=1, predict the reactants needed to synthesize it. The reactants are: CC(C)(C)C([O:5][CH2:6][C@@H:7]1[C@@H:12]([O:13]C(=O)C(C)(C)C)[C@H:11]([O:20]C(=O)C(C)(C)C)[C@H:10]([O:27]C(=O)C(C)(C)C)[C@@H:9]([C:34]2[CH:39]=[CH:38][C:37]([C:40]3[CH:45]=[CH:44][C:43]([C@@H:46]4[C@@H:51]([O:52]C(=O)C(C)(C)C)[C@@H:50]([O:59]C(=O)C(C)(C)C)[C@H:49]([O:66]C(=O)C(C)(C)C)[C@@H:48]([CH2:73][O:74]C(=O)C(C)(C)C)[O:47]4)=[CH:42][CH:41]=3)=[CH:36][CH:35]=2)[O:8]1)=O.CO[Na].C(O)(=O)C. (7) The reactants are: N([O-])=O.[Na+].N[C:6]1[CH:7]=[CH:8][C:9]([Cl:15])=[C:10]([CH:14]=1)[C:11]([OH:13])=[O:12].Cl.[K].[C-:18]#[N:19].[K+]. Given the product [Cl:15][C:9]1[CH:8]=[CH:7][C:6]([C:18]#[N:19])=[CH:14][C:10]=1[C:11]([OH:13])=[O:12], predict the reactants needed to synthesize it.